From a dataset of Catalyst prediction with 721,799 reactions and 888 catalyst types from USPTO. Predict which catalyst facilitates the given reaction. (1) Reactant: [OH:1][C@@:2]1([C:35]([F:38])([F:37])[F:36])[C:14]2[CH:13]=[C:12]([O:15][CH2:16][CH2:17][C:18]([OH:21])([CH3:20])[CH3:19])[CH:11]=[C:10]([C:22]3[CH:23]=[N:24][N:25]([C:27]([CH3:34])([CH3:33])[C:28]([O:30]CC)=[O:29])[CH:26]=3)[C:9]=2[C:8]2[C:3]1=[CH:4][CH:5]=[CH:6][CH:7]=2.[OH-].[Na+].Cl. Product: [OH:1][C@@:2]1([C:35]([F:37])([F:38])[F:36])[C:14]2[CH:13]=[C:12]([O:15][CH2:16][CH2:17][C:18]([OH:21])([CH3:19])[CH3:20])[CH:11]=[C:10]([C:22]3[CH:23]=[N:24][N:25]([C:27]([CH3:33])([CH3:34])[C:28]([OH:30])=[O:29])[CH:26]=3)[C:9]=2[C:8]2[C:3]1=[CH:4][CH:5]=[CH:6][CH:7]=2. The catalyst class is: 8. (2) Reactant: [CH2:1]([N:3]1[CH2:12][CH2:11][C:10]2[C:5](=[CH:6][C:7]([O:15][CH3:16])=[C:8]([O:13][CH3:14])[CH:9]=2)[C:4]21[CH2:21][CH2:20][CH:19]([C:22]([N:24]1[CH2:29][CH2:28][NH:27][CH2:26][CH2:25]1)=[O:23])[CH2:18][CH:17]2[CH:30]1[C:39]2[C:34](=[CH:35][C:36]([O:42][CH3:43])=[C:37]([O:40][CH3:41])[CH:38]=2)[CH2:33][CH2:32][N:31]1[CH2:44][CH3:45])[CH3:2].[CH3:46][N:47]([C:51]1[CH:56]=[CH:55][CH:54]=[CH:53][N:52]=1)[C:48](Cl)=[O:49].CNC1C=CC=CN=1.C(Cl)(Cl)=O. Product: [CH2:1]([N:3]1[CH2:12][CH2:11][C:10]2[C:5](=[CH:6][C:7]([O:15][CH3:16])=[C:8]([O:13][CH3:14])[CH:9]=2)[C:4]21[CH2:21][CH2:20][CH:19]([C:22]([N:24]1[CH2:29][CH2:28][N:27]([C:48](=[O:49])[N:47]([C:51]3[CH:56]=[CH:55][CH:54]=[CH:53][N:52]=3)[CH3:46])[CH2:26][CH2:25]1)=[O:23])[CH2:18][CH:17]2[CH:30]1[C:39]2[C:34](=[CH:35][C:36]([O:42][CH3:43])=[C:37]([O:40][CH3:41])[CH:38]=2)[CH2:33][CH2:32][N:31]1[CH2:44][CH3:45])[CH3:2]. The catalyst class is: 347.